From a dataset of Full USPTO retrosynthesis dataset with 1.9M reactions from patents (1976-2016). Predict the reactants needed to synthesize the given product. Given the product [CH3:20][N:21]1[C:25]([CH2:26][O:14][C:12]2[CH:11]=[C:10]([C:15]([F:18])([F:17])[F:16])[C:9]3[C:5]([CH2:4][C:3]([OH:2])=[O:19])=[CH:6][S:7][C:8]=3[CH:13]=2)=[CH:24][C:23]([C:28]([F:29])([F:31])[F:30])=[N:22]1, predict the reactants needed to synthesize it. The reactants are: C[O:2][C:3](=[O:19])[CH2:4][C:5]1[C:9]2[C:10]([C:15]([F:18])([F:17])[F:16])=[CH:11][C:12]([OH:14])=[CH:13][C:8]=2[S:7][CH:6]=1.[CH3:20][N:21]1[C:25]([CH2:26]O)=[CH:24][C:23]([C:28]([F:31])([F:30])[F:29])=[N:22]1.C1CCN(C(N=NC(N2CCCCC2)=O)=O)CC1.C(P(CCCC)CCCC)CCC.